Dataset: Reaction yield outcomes from USPTO patents with 853,638 reactions. Task: Predict the reaction yield, written as a fraction of the theoretical maximum amount of product (1.0 means a 100% yield; for example, 0.34 means a 34% yield). (1) The reactants are [Br:1][C:2]1[CH:3]=[C:4]2[C:9](=[CH:10][CH:11]=1)[N:8]=[CH:7][CH:6]=[C:5]2Cl.[CH3:13][O-:14].[Na+]. The catalyst is CO. The product is [Br:1][C:2]1[CH:3]=[C:4]2[C:9](=[CH:10][CH:11]=1)[N:8]=[CH:7][CH:6]=[C:5]2[O:14][CH3:13]. The yield is 0.908. (2) The reactants are [Cl:1][C:2]1[CH:7]=[CH:6][C:5]([OH:8])=[C:4]([O:9][C:10]2[CH:15]=[CH:14][CH:13]=[CH:12][C:11]=2[F:16])[CH:3]=1.[CH2:17]([O:19][C:20](=[O:32])[CH2:21][CH2:22][C:23]1[CH:28]=[CH:27][C:26]([OH:29])=[CH:25][C:24]=1[CH2:30][CH3:31])[CH3:18]. No catalyst specified. The product is [CH2:17]([O:19][C:20](=[O:32])[CH2:21][CH2:22][C:23]1[CH:28]=[CH:27][C:26]([O:29][CH2:7][CH2:2][C@@H:3]([O:8][C:5]2[CH:6]=[CH:7][C:2]([Cl:1])=[CH:3][C:4]=2[O:9][C:10]2[CH:15]=[CH:14][CH:13]=[CH:12][C:11]=2[F:16])[CH3:4])=[CH:25][C:24]=1[CH2:30][CH3:31])[CH3:18]. The yield is 0.650. (3) The reactants are [Li+].CC([N-]C(C)C)C.[CH:9]1([N:15]2[CH2:20][CH2:19][CH2:18][CH2:17][C:16]2=[O:21])[CH2:14][CH2:13][CH2:12][CH2:11][CH2:10]1.[Cl:22][C:23]1[CH:28]=[C:27]([Cl:29])[CH:26]=[CH:25][C:24]=1[CH2:30]Cl. The catalyst is C1COCC1.C(OCC)(=O)C. The product is [Cl:22][C:23]1[CH:28]=[C:27]([Cl:29])[CH:26]=[CH:25][C:24]=1[CH2:30][CH:17]1[CH2:18][CH2:19][CH2:20][N:15]([CH:9]2[CH2:10][CH2:11][CH2:12][CH2:13][CH2:14]2)[C:16]1=[O:21]. The yield is 0.810.